From a dataset of Forward reaction prediction with 1.9M reactions from USPTO patents (1976-2016). Predict the product of the given reaction. Given the reactants [C:1]1(=O)[CH2:6][CH2:5][CH2:4][CH2:3][CH2:2]1.Cl.[C:9]1([CH3:17])[CH:14]=[CH:13][C:12]([NH:15]N)=[CH:11][CH:10]=1, predict the reaction product. The product is: [CH3:17][C:9]1[CH:14]=[C:13]2[C:12](=[CH:11][CH:10]=1)[NH:15][C:2]1[CH2:3][CH2:4][CH2:5][CH2:6][C:1]2=1.